Dataset: Full USPTO retrosynthesis dataset with 1.9M reactions from patents (1976-2016). Task: Predict the reactants needed to synthesize the given product. (1) Given the product [Br:20][C:21]1[CH:22]=[C:23]2[C:27](=[CH:28][CH:29]=1)[N:26]([CH:6]1[CH2:11][CH2:10][N:9]([C:12]3[N:17]=[CH:16][C:15]([CH2:18][CH3:19])=[CH:14][N:13]=3)[CH2:8][CH2:7]1)[CH:25]=[CH:24]2, predict the reactants needed to synthesize it. The reactants are: CS(O[CH:6]1[CH2:11][CH2:10][N:9]([C:12]2[N:17]=[CH:16][C:15]([CH2:18][CH3:19])=[CH:14][N:13]=2)[CH2:8][CH2:7]1)(=O)=O.[Br:20][C:21]1[CH:22]=[C:23]2[C:27](=[CH:28][CH:29]=1)[NH:26][CH:25]=[CH:24]2.[OH-].[K+]. (2) Given the product [C:27]([O:30][CH2:31][C:32]1[C:33]([N:41]2[CH2:52][CH2:51][N:50]3[C:43](=[CH:44][C:45]4[CH2:46][C:47]([CH3:54])([CH3:53])[CH2:48][C:49]=43)[C:42]2=[O:55])=[N:34][CH:35]=[CH:36][C:37]=1[C:2]1[CH:3]=[C:4]([NH:10][C:11]2[S:12][C:13]3[CH2:14][N:15]([C:20]([O:22][C:23]([CH3:26])([CH3:25])[CH3:24])=[O:21])[CH2:16][CH2:17][C:18]=3[N:19]=2)[C:5](=[O:9])[N:6]([CH3:8])[CH:7]=1)(=[O:29])[CH3:28], predict the reactants needed to synthesize it. The reactants are: Br[C:2]1[CH:3]=[C:4]([NH:10][C:11]2[S:12][C:13]3[CH2:14][N:15]([C:20]([O:22][C:23]([CH3:26])([CH3:25])[CH3:24])=[O:21])[CH2:16][CH2:17][C:18]=3[N:19]=2)[C:5](=[O:9])[N:6]([CH3:8])[CH:7]=1.[C:27]([O:30][CH2:31][C:32]1[C:33]([N:41]2[CH2:52][CH2:51][N:50]3[C:43](=[CH:44][C:45]4[CH2:46][C:47]([CH3:54])([CH3:53])[CH2:48][C:49]=43)[C:42]2=[O:55])=[N:34][CH:35]=[CH:36][C:37]=1B(O)O)(=[O:29])[CH3:28].[O-]P([O-])([O-])=O.[K+].[K+].[K+].C([O-])(=O)C.[Na+]. (3) Given the product [Cl:19][C:20]1[CH:21]=[C:22]([NH:27][C:28]2[C:37]3[C:32](=[CH:33][C:34]([O:39][CH3:40])=[C:35]([O:38][CH2:2][CH2:3][CH2:4][N:5]4[CH2:9][CH:8]5[CH2:10][CH2:11][CH2:12][CH:7]5[CH2:6]4)[CH:36]=3)[N:31]=[CH:30][N:29]=2)[CH:23]=[CH:24][C:25]=1[F:26], predict the reactants needed to synthesize it. The reactants are: Cl[CH2:2][CH2:3][CH2:4][N:5]1[CH2:9][CH:8]2[CH2:10][CH2:11][CH2:12][CH:7]2[CH2:6]1.C([O-])([O-])=O.[K+].[K+].[Cl:19][C:20]1[CH:21]=[C:22]([NH:27][C:28]2[C:37]3[C:32](=[CH:33][C:34]([O:39][CH3:40])=[C:35]([OH:38])[CH:36]=3)[N:31]=[CH:30][N:29]=2)[CH:23]=[CH:24][C:25]=1[F:26].C(Cl)Cl.